Predict the reaction yield, written as a fraction of the theoretical maximum amount of product (1.0 means a 100% yield; for example, 0.34 means a 34% yield). From a dataset of Reaction yield outcomes from USPTO patents with 853,638 reactions. (1) The reactants are [CH3:1][C:2]1[C:7](=[O:8])[CH2:6][CH:5]([C:9]([CH3:11])=[CH2:10])[CH2:4][CH:3]=1.C(=O)([S:14][CH2:15][CH2:16][C:17]([N:19]([CH3:21])[CH3:20])=[O:18])C.C1CCN2C(=NCCC2)CC1. The catalyst is CO. The product is [CH3:20][N:19]([CH3:21])[C:17](=[O:18])[CH2:16][CH2:15][S:14][CH:3]1[CH2:4][C@@H:5]([C:9]([CH3:11])=[CH2:10])[CH2:6][C:7](=[O:8])[CH:2]1[CH3:1]. The yield is 0.970. (2) The reactants are [OH-].[Na+].C([O:10][C:11](=[O:34])[C:12]1[CH:17]=[CH:16][C:15]([O:18][CH2:19][C:20]2[CH:25]=[CH:24][CH:23]=[CH:22][CH:21]=2)=[CH:14][C:13]=1[O:26][CH2:27][C:28]1[CH:33]=[CH:32][CH:31]=[CH:30][CH:29]=1)C1C=CC=CC=1.Cl. The catalyst is CO. The product is [CH2:27]([O:26][C:13]1[CH:14]=[C:15]([O:18][CH2:19][C:20]2[CH:25]=[CH:24][CH:23]=[CH:22][CH:21]=2)[CH:16]=[CH:17][C:12]=1[C:11]([OH:34])=[O:10])[C:28]1[CH:29]=[CH:30][CH:31]=[CH:32][CH:33]=1. The yield is 0.389. (3) The reactants are [OH:1][CH2:2][CH2:3][O:4][CH2:5][CH2:6][O:7][CH2:8][C:9]([CH3:18])([CH3:17])[C:10]([O:12][C:13]([CH3:16])([CH3:15])[CH3:14])=[O:11].CC1NN=NN=1.C(N(CC)[P:28]([O:37][CH2:38][C:39]1[CH:44]=[CH:43][CH:42]=[CH:41][CH:40]=1)[O:29][CH2:30][C:31]1[CH:36]=[CH:35][CH:34]=[CH:33][CH:32]=1)C.C1C=C(Cl)C=C(C(OO)=[O:55])C=1. The catalyst is C1COCC1.C(Cl)Cl. The product is [CH2:38]([O:37][P:28]([O:1][CH2:2][CH2:3][O:4][CH2:5][CH2:6][O:7][CH2:8][C:9]([CH3:18])([CH3:17])[C:10]([O:12][C:13]([CH3:16])([CH3:15])[CH3:14])=[O:11])([O:29][CH2:30][C:31]1[CH:32]=[CH:33][CH:34]=[CH:35][CH:36]=1)=[O:55])[C:39]1[CH:40]=[CH:41][CH:42]=[CH:43][CH:44]=1. The yield is 0.890. (4) The reactants are C[O:2][C:3]1[CH:8]=[CH:7][CH:6]=[CH:5][C:4]=1[S:9][CH2:10][CH2:11][CH2:12][CH2:13][CH2:14][C:15](O)=O.OC1C=CC=CC=1S.BrCCCCCC[CH2:33][CH2:34][CH2:35][C:36]([O:38]CC)=[O:37].[OH-].[K+].[OH-].[Na+]. The catalyst is O.C(O)C. The product is [OH:2][C:3]1[CH:8]=[CH:7][CH:6]=[CH:5][C:4]=1[S:9][CH2:10][CH2:11][CH2:12][CH2:13][CH2:14][CH2:15][CH2:33][CH2:34][CH2:35][C:36]([OH:38])=[O:37]. The yield is 0.410. (5) The reactants are Cl.[CH2:2]([O:4][C:5]([C@H:7]1[CH2:10][C@@H:9]([NH2:11])[CH2:8]1)=[O:6])[CH3:3].[CH2:12]([C:16]1[CH:21]=[CH:20][C:19]([C:22]2[N:26]=[C:25]([C:27]3[CH:34]=[CH:33][C:30]([CH:31]=O)=[CH:29][CH:28]=3)[O:24][N:23]=2)=[CH:18][CH:17]=1)[CH:13]([CH3:15])[CH3:14].C(O)(=O)C.C(O[BH-](OC(=O)C)OC(=O)C)(=O)C.[Na+]. The catalyst is C1COCC1. The product is [CH2:12]([C:16]1[CH:17]=[CH:18][C:19]([C:22]2[N:26]=[C:25]([C:27]3[CH:28]=[CH:29][C:30]([CH2:31][NH:11][C@@H:9]4[CH2:10][C@H:7]([C:5]([O:4][CH2:2][CH3:3])=[O:6])[CH2:8]4)=[CH:33][CH:34]=3)[O:24][N:23]=2)=[CH:20][CH:21]=1)[CH:13]([CH3:15])[CH3:14]. The yield is 0.550. (6) The reactants are [CH3:1][O:2][C:3]1[C:4]([NH:14][C:15](=[O:19])OCC)=[N:5][C:6]2[C:11]([N:12]=1)=[CH:10][C:9]([CH3:13])=[CH:8][CH:7]=2.[Cl:20][C:21]1[CH:26]=[CH:25][CH:24]=[CH:23][C:22]=1[N:27]1[CH2:32][CH2:31][NH:30][CH2:29][CH2:28]1. No catalyst specified. The product is [CH3:1][O:2][C:3]1[C:4]([NH:14][C:15]([N:30]2[CH2:29][CH2:28][N:27]([C:22]3[CH:23]=[CH:24][CH:25]=[CH:26][C:21]=3[Cl:20])[CH2:32][CH2:31]2)=[O:19])=[N:5][C:6]2[C:11]([N:12]=1)=[CH:10][C:9]([CH3:13])=[CH:8][CH:7]=2. The yield is 0.850. (7) The reactants are CS/[C:3](=[N:9]\[C:10](=O)[CH:11]=[C:12]([CH3:14])[CH3:13])/[N:4]1[CH2:8][CH2:7][CH2:6][CH2:5]1.[C:16]1([NH:22][NH2:23])[CH:21]=[CH:20][CH:19]=[CH:18][CH:17]=1. The catalyst is C(OCC)(=O)C. The product is [CH3:13][C:12]([CH3:14])=[CH:11][C:10]1[N:22]([C:16]2[CH:21]=[CH:20][CH:19]=[CH:18][CH:17]=2)[N:23]=[C:3]([N:4]2[CH2:8][CH2:7][CH2:6][CH2:5]2)[N:9]=1. The yield is 0.389.